This data is from NCI-60 drug combinations with 297,098 pairs across 59 cell lines. The task is: Regression. Given two drug SMILES strings and cell line genomic features, predict the synergy score measuring deviation from expected non-interaction effect. (1) Drug 1: CCN(CC)CCNC(=O)C1=C(NC(=C1C)C=C2C3=C(C=CC(=C3)F)NC2=O)C. Drug 2: C1C(C(OC1N2C=NC3=C2NC=NCC3O)CO)O. Cell line: 786-0. Synergy scores: CSS=-6.07, Synergy_ZIP=1.95, Synergy_Bliss=-3.55, Synergy_Loewe=-7.25, Synergy_HSA=-6.78. (2) Drug 1: CC12CCC3C(C1CCC2O)C(CC4=C3C=CC(=C4)O)CCCCCCCCCS(=O)CCCC(C(F)(F)F)(F)F. Drug 2: CC(C)CN1C=NC2=C1C3=CC=CC=C3N=C2N. Cell line: SK-MEL-2. Synergy scores: CSS=-7.09, Synergy_ZIP=13.6, Synergy_Bliss=18.1, Synergy_Loewe=2.93, Synergy_HSA=3.06. (3) Drug 1: CCCS(=O)(=O)NC1=C(C(=C(C=C1)F)C(=O)C2=CNC3=C2C=C(C=N3)C4=CC=C(C=C4)Cl)F. Drug 2: CC1=CC2C(CCC3(C2CCC3(C(=O)C)OC(=O)C)C)C4(C1=CC(=O)CC4)C. Cell line: SNB-19. Synergy scores: CSS=-5.79, Synergy_ZIP=7.38, Synergy_Bliss=7.15, Synergy_Loewe=0.00964, Synergy_HSA=-1.32. (4) Drug 1: CCC1(CC2CC(C3=C(CCN(C2)C1)C4=CC=CC=C4N3)(C5=C(C=C6C(=C5)C78CCN9C7C(C=CC9)(C(C(C8N6C)(C(=O)OC)O)OC(=O)C)CC)OC)C(=O)OC)O.OS(=O)(=O)O. Drug 2: COC1=NC(=NC2=C1N=CN2C3C(C(C(O3)CO)O)O)N. Cell line: UACC-257. Synergy scores: CSS=2.29, Synergy_ZIP=1.15, Synergy_Bliss=3.14, Synergy_Loewe=2.61, Synergy_HSA=1.75. (5) Synergy scores: CSS=43.1, Synergy_ZIP=-4.70, Synergy_Bliss=-2.97, Synergy_Loewe=-11.1, Synergy_HSA=-0.320. Drug 2: C(CCl)NC(=O)N(CCCl)N=O. Drug 1: C1C(C(OC1N2C=NC3=C(N=C(N=C32)Cl)N)CO)O. Cell line: K-562. (6) Drug 1: CC(C1=C(C=CC(=C1Cl)F)Cl)OC2=C(N=CC(=C2)C3=CN(N=C3)C4CCNCC4)N. Drug 2: CCC1(CC2CC(C3=C(CCN(C2)C1)C4=CC=CC=C4N3)(C5=C(C=C6C(=C5)C78CCN9C7C(C=CC9)(C(C(C8N6C=O)(C(=O)OC)O)OC(=O)C)CC)OC)C(=O)OC)O.OS(=O)(=O)O. Cell line: NCI-H460. Synergy scores: CSS=35.8, Synergy_ZIP=13.5, Synergy_Bliss=18.5, Synergy_Loewe=15.1, Synergy_HSA=16.5. (7) Drug 1: C1=NC2=C(N=C(N=C2N1C3C(C(C(O3)CO)O)F)Cl)N. Drug 2: CC(C)(C#N)C1=CC(=CC(=C1)CN2C=NC=N2)C(C)(C)C#N. Cell line: K-562. Synergy scores: CSS=11.2, Synergy_ZIP=6.63, Synergy_Bliss=11.3, Synergy_Loewe=3.28, Synergy_HSA=4.57. (8) Drug 1: CCC1=CC2CC(C3=C(CN(C2)C1)C4=CC=CC=C4N3)(C5=C(C=C6C(=C5)C78CCN9C7C(C=CC9)(C(C(C8N6C)(C(=O)OC)O)OC(=O)C)CC)OC)C(=O)OC.C(C(C(=O)O)O)(C(=O)O)O. Drug 2: CC1OCC2C(O1)C(C(C(O2)OC3C4COC(=O)C4C(C5=CC6=C(C=C35)OCO6)C7=CC(=C(C(=C7)OC)O)OC)O)O. Cell line: RXF 393. Synergy scores: CSS=32.0, Synergy_ZIP=-0.504, Synergy_Bliss=1.61, Synergy_Loewe=4.42, Synergy_HSA=6.33. (9) Drug 1: CC1=C2C(C(=O)C3(C(CC4C(C3C(C(C2(C)C)(CC1OC(=O)C(C(C5=CC=CC=C5)NC(=O)OC(C)(C)C)O)O)OC(=O)C6=CC=CC=C6)(CO4)OC(=O)C)OC)C)OC. Drug 2: CCC1=C2CN3C(=CC4=C(C3=O)COC(=O)C4(CC)O)C2=NC5=C1C=C(C=C5)O. Cell line: SNB-75. Synergy scores: CSS=24.9, Synergy_ZIP=-7.02, Synergy_Bliss=-3.17, Synergy_Loewe=-6.93, Synergy_HSA=-0.528. (10) Drug 1: CC1OCC2C(O1)C(C(C(O2)OC3C4COC(=O)C4C(C5=CC6=C(C=C35)OCO6)C7=CC(=C(C(=C7)OC)O)OC)O)O. Drug 2: CNC(=O)C1=NC=CC(=C1)OC2=CC=C(C=C2)NC(=O)NC3=CC(=C(C=C3)Cl)C(F)(F)F. Cell line: SF-539. Synergy scores: CSS=20.7, Synergy_ZIP=-3.04, Synergy_Bliss=-1.17, Synergy_Loewe=-5.12, Synergy_HSA=1.27.